From a dataset of Reaction yield outcomes from USPTO patents with 853,638 reactions. Predict the reaction yield, written as a fraction of the theoretical maximum amount of product (1.0 means a 100% yield; for example, 0.34 means a 34% yield). (1) The reactants are [CH2:1]([OH:4])[C:2]#[CH:3].[F:5][C:6]1[CH:7]=[C:8](I)[CH:9]=[CH:10][CH:11]=1. The catalyst is [Cu](I)I.C(NCC)C. The product is [F:5][C:6]1[CH:11]=[C:10]([C:3]#[C:2][CH2:1][OH:4])[CH:9]=[CH:8][CH:7]=1. The yield is 0.930. (2) The reactants are [CH:1]([C:3]1[N:4]=[C:5]([C:21]2[CH:26]=[CH:25][N:24]=[C:23]([NH:27][C:28](=[O:30])[CH3:29])[CH:22]=2)[S:6][C:7]=1[C:8]1[N:9]([CH2:13][O:14][CH2:15][CH2:16][Si:17]([CH3:20])([CH3:19])[CH3:18])[CH:10]=[CH:11][N:12]=1)=[O:2].[Cl:31][C:32]1[CH:37]=[CH:36][C:35]([Mg]Br)=[CH:34][CH:33]=1.CCOCC. The catalyst is O1CCCC1. The product is [Cl:31][C:32]1[CH:37]=[CH:36][C:35]([CH:1]([OH:2])[C:3]2[N:4]=[C:5]([C:21]3[CH:26]=[CH:25][N:24]=[C:23]([NH:27][C:28](=[O:30])[CH3:29])[CH:22]=3)[S:6][C:7]=2[C:8]2[N:9]([CH2:13][O:14][CH2:15][CH2:16][Si:17]([CH3:20])([CH3:19])[CH3:18])[CH:10]=[CH:11][N:12]=2)=[CH:34][CH:33]=1. The yield is 0.480. (3) The reactants are [Br:1][CH2:2][CH:3]=[C:4]([CH3:6])[CH3:5].[CH3:7][O:8][C:9]1[N:14]=[CH:13][C:12]([CH:15]([NH:27][C:28]2[CH:29]=[C:30]([CH:36]=[CH:37][CH:38]=2)[C:31]([O:33][CH2:34][CH3:35])=[O:32])[C:16](=[O:26])[O:17][C@@H:18]2[CH:23]3[CH2:24][CH2:25][N:20]([CH2:21][CH2:22]3)[CH2:19]2)=[CH:11][CH:10]=1. The catalyst is CCOC(C)=O. The product is [Br-:1].[CH2:34]([O:33][C:31]([C:30]1[CH:29]=[C:28]([NH:27][CH:15]([C:12]2[CH:13]=[N:14][C:9]([O:8][CH3:7])=[CH:10][CH:11]=2)[C:16]([O:17][C@@H:18]2[CH:23]3[CH2:24][CH2:25][N+:20]([CH2:2][CH:3]=[C:4]([CH3:6])[CH3:5])([CH2:21][CH2:22]3)[CH2:19]2)=[O:26])[CH:38]=[CH:37][CH:36]=1)=[O:32])[CH3:35]. The yield is 0.840. (4) The reactants are C[O:2][C:3](=[O:22])[CH:4]([C:11]1[CH:16]=[CH:15][C:14]([C:17]([F:20])([F:19])[F:18])=[C:13]([F:21])[CH:12]=1)[CH2:5][CH:6]1[CH2:10][CH2:9][CH2:8][CH2:7]1.[OH-].[Li+]. The catalyst is O1CCCC1. The product is [CH:6]1([CH2:5][CH:4]([C:11]2[CH:16]=[CH:15][C:14]([C:17]([F:18])([F:19])[F:20])=[C:13]([F:21])[CH:12]=2)[C:3]([OH:22])=[O:2])[CH2:10][CH2:9][CH2:8][CH2:7]1. The yield is 0.640. (5) The reactants are [CH2:1]([S:5]([N:8]1[CH2:17][CH2:16][C:15]2[N:14]=[C:13]([C:18]([O:20]C)=O)[CH:12]=[CH:11][C:10]=2[CH2:9]1)(=[O:7])=[O:6])[CH2:2][CH2:3][CH3:4].[K].[NH2:23][OH:24].C(O)(=O)C. The catalyst is CO. The product is [CH2:1]([S:5]([N:8]1[CH2:17][CH2:16][C:15]2[N:14]=[C:13]([C:18]([NH:23][OH:24])=[O:20])[CH:12]=[CH:11][C:10]=2[CH2:9]1)(=[O:6])=[O:7])[CH2:2][CH2:3][CH3:4]. The yield is 0.283.